From a dataset of Catalyst prediction with 721,799 reactions and 888 catalyst types from USPTO. Predict which catalyst facilitates the given reaction. (1) Reactant: Cl[C:2]1[N:7]=[CH:6][N:5]=[C:4]([C:8]2[CH:9]=[CH:10][C:11]([O:16][CH:17]3[CH2:22][CH2:21][O:20][CH2:19][CH2:18]3)=[C:12]([CH:15]=2)[C:13]#[N:14])[N:3]=1.[CH3:23][O:24][C:25]1[CH:30]=[CH:29][CH:28]=[C:27]([NH2:31])[CH:26]=1.C(N(CC)C(C)C)(C)C. Product: [CH3:23][O:24][C:25]1[CH:26]=[C:27]([NH:31][C:2]2[N:7]=[CH:6][N:5]=[C:4]([C:8]3[CH:9]=[CH:10][C:11]([O:16][CH:17]4[CH2:22][CH2:21][O:20][CH2:19][CH2:18]4)=[C:12]([CH:15]=3)[C:13]#[N:14])[N:3]=2)[CH:28]=[CH:29][CH:30]=1. The catalyst class is: 10. (2) Reactant: [CH3:1][C:2]1[CH:29]=[CH:28][C:5]([C:6]([C:8]2[N:9]([CH2:13]/[CH:14]=[CH:15]/[C:16]3[CH:17]=[C:18]([CH:25]=[CH:26][CH:27]=3)[O:19][CH2:20][C:21]([O:23]C)=[O:22])[CH:10]=[CH:11][CH:12]=2)=[O:7])=[CH:4][CH:3]=1.[OH-].[Li+].O1CCCC1.Cl. Product: [CH3:1][C:2]1[CH:3]=[CH:4][C:5]([C:6]([C:8]2[N:9]([CH2:13]/[CH:14]=[CH:15]/[C:16]3[CH:17]=[C:18]([CH:25]=[CH:26][CH:27]=3)[O:19][CH2:20][C:21]([OH:23])=[O:22])[CH:10]=[CH:11][CH:12]=2)=[O:7])=[CH:28][CH:29]=1. The catalyst class is: 5. (3) Reactant: [OH-:1].[Na+].[CH:3]1[C:12]2[C:7](=[CH:8][CH:9]=[CH:10][CH:11]=2)[CH:6]=[CH:5][C:4]=1CC#N.Br[CH2:17][CH2:18]Cl.[CH2:20]([OH:23])[CH2:21]O. Product: [CH:11]1[C:12]2[C:7](=[CH:6][CH:5]=[CH:4][CH:3]=2)[CH:8]=[CH:9][C:10]=1[C:21]1([C:20]([OH:23])=[O:1])[CH2:18][CH2:17]1. The catalyst class is: 572. (4) Reactant: [CH3:1][O:2][C:3](=[O:27])[CH2:4][CH2:5][C:6]1[CH:11]=[CH:10][C:9]([CH2:12][N:13]2[CH:18]=[CH:17][CH:16]=[C:15]([C:19]3[CH:24]=[CH:23][C:22]([NH2:25])=[CH:21][CH:20]=3)[C:14]2=[O:26])=[CH:8][CH:7]=1.ClC(Cl)(O[C:32](=[O:38])OC(Cl)(Cl)Cl)Cl.[NH:40]1[C:48]2[C:43](=[CH:44][CH:45]=[CH:46][CH:47]=2)[CH2:42][CH2:41]1.C(OCC)(=O)C. Product: [CH3:1][O:2][C:3](=[O:27])[CH2:4][CH2:5][C:6]1[CH:7]=[CH:8][C:9]([CH2:12][N:13]2[CH:18]=[CH:17][CH:16]=[C:15]([C:19]3[CH:20]=[CH:21][C:22]([NH:25][C:32]([N:40]4[C:48]5[C:43](=[CH:44][CH:45]=[CH:46][CH:47]=5)[CH2:42][CH2:41]4)=[O:38])=[CH:23][CH:24]=3)[C:14]2=[O:26])=[CH:10][CH:11]=1. The catalyst class is: 7. (5) Reactant: [C:1]([CH2:3][S:4][C:5]1[CH:13]=[CH:12][C:8]([C:9]([OH:11])=[O:10])=[CH:7][CH:6]=1)#[N:2].[N-:14]=[N+:15]=[N-:16].[Na+].[Cl-].[NH4+]. Product: [N:2]1[NH:14][N:15]=[N:16][C:1]=1[CH2:3][S:4][C:5]1[CH:13]=[CH:12][C:8]([C:9]([OH:11])=[O:10])=[CH:7][CH:6]=1. The catalyst class is: 3.